Dataset: Reaction yield outcomes from USPTO patents with 853,638 reactions. Task: Predict the reaction yield, written as a fraction of the theoretical maximum amount of product (1.0 means a 100% yield; for example, 0.34 means a 34% yield). (1) The reactants are B1([O-])OO1.[OH2:5].[OH2:6].O.O.[Na+].[CH3:10][N:11]([C:18]1[S:19][C:20]([C:23]2[CH:24]=[N:25][CH:26]=[CH:27][CH:28]=2)=[N:21][N:22]=1)[C:12](=[O:17])[CH2:13][CH2:14][S:15][CH3:16]. The catalyst is C(O)(=O)C.C(=O)(O)[O-].[Na+]. The product is [CH3:10][N:11]([C:18]1[S:19][C:20]([C:23]2[CH:24]=[N:25][CH:26]=[CH:27][CH:28]=2)=[N:21][N:22]=1)[C:12](=[O:17])[CH2:13][CH2:14][S:15]([CH3:16])(=[O:6])=[O:5]. The yield is 0.820. (2) The reactants are C([N:9]1[CH2:18][CH2:17][C:16]2[N:15]=[C:14]([CH3:19])[O:13][C:12]=2[C:11]2[CH:20]=[CH:21][CH:22]=[CH:23][C:10]1=2)(=O)C1C=CC=CC=1. The catalyst is Cl.O1CCOCC1. The product is [CH3:19][C:14]1[O:13][C:12]2[C:11]3[CH:20]=[CH:21][CH:22]=[CH:23][C:10]=3[NH:9][CH2:18][CH2:17][C:16]=2[N:15]=1. The yield is 0.820. (3) The product is [Br:1][C:2]1[CH:3]=[C:4]([C:9]([CH3:13])([CH3:12])[CH:10]([OH:11])[CH3:14])[CH:5]=[CH:6][C:7]=1[F:8]. The reactants are [Br:1][C:2]1[CH:3]=[C:4]([C:9]([CH3:13])([CH3:12])[CH:10]=[O:11])[CH:5]=[CH:6][C:7]=1[F:8].[CH3:14][Mg+].[Br-]. The catalyst is C1COCC1. The yield is 0.660. (4) The reactants are [Cl:1][C:2]1[N:7]=[C:6]([C:8]([CH:10]2[CH2:12][CH2:11]2)=[O:9])[CH:5]=[CH:4][N:3]=1.[BH4-].[Na+]. The catalyst is CO.CCOC(C)=O. The product is [Cl:1][C:2]1[N:7]=[C:6]([CH:8]([CH:10]2[CH2:11][CH2:12]2)[OH:9])[CH:5]=[CH:4][N:3]=1. The yield is 0.990. (5) The catalyst is C(O)CC.C1C=CC(P(C2C=CC=CC=2)[C-]2C=CC=C2)=CC=1.C1C=CC(P(C2C=CC=CC=2)[C-]2C=CC=C2)=CC=1.Cl[Pd]Cl.[Fe+2]. The reactants are Br[C:2]1[CH:27]=[CH:26][C:5]2[N:6]([C:22]([CH3:25])([CH3:24])[CH3:23])[C:7]([C:9]3[CH:14]=[C:13]([O:15][CH3:16])[CH:12]=[CH:11][C:10]=3[N:17]3[CH:21]=[CH:20][CH:19]=[N:18]3)=[N:8][C:4]=2[CH:3]=1.[B:37]1([B:37]2[O:41][C:40]([CH3:43])([CH3:42])[C:39]([CH3:45])([CH3:44])[O:38]2)[O:41][C:40]([CH3:43])([CH3:42])[C:39]([CH3:45])([CH3:44])[O:38]1.CC([O-])=O.[K+].O. The yield is 0.450. The product is [C:22]([N:6]1[C:5]2[CH:26]=[CH:27][C:2]([B:37]3[O:38][C:39]([CH3:44])([CH3:45])[C:40]([CH3:42])([CH3:43])[O:41]3)=[CH:3][C:4]=2[N:8]=[C:7]1[C:9]1[CH:14]=[C:13]([O:15][CH3:16])[CH:12]=[CH:11][C:10]=1[N:17]1[CH:21]=[CH:20][CH:19]=[N:18]1)([CH3:25])([CH3:23])[CH3:24]. (6) The reactants are [I:1][C:2]1[CH:3]=[CH:4][CH:5]=[C:6]2[C:11]=1[NH:10][CH:9]=[CH:8][C:7]2=O.O=P(Cl)(Cl)[Cl:15]. The yield is 0.980. The product is [Cl:15][C:7]1[C:6]2[C:11](=[C:2]([I:1])[CH:3]=[CH:4][CH:5]=2)[N:10]=[CH:9][CH:8]=1. The catalyst is CN(C=O)C. (7) The reactants are Cl[C:2]1[C:3](=[O:18])[N:4]([CH:15]([CH3:17])[CH3:16])[S:5](=[O:14])(=[O:13])[C:6]=1[C:7]1[CH:12]=[CH:11][CH:10]=[CH:9][CH:8]=1.[CH:19]([O:22][C:23]1[CH:29]=[CH:28][C:26]([NH2:27])=[CH:25][CH:24]=1)([CH3:21])[CH3:20]. The catalyst is CC#N. The product is [CH:19]([O:22][C:23]1[CH:29]=[CH:28][C:26]([NH:27][C:2]2[C:3](=[O:18])[N:4]([CH:15]([CH3:17])[CH3:16])[S:5](=[O:14])(=[O:13])[C:6]=2[C:7]2[CH:12]=[CH:11][CH:10]=[CH:9][CH:8]=2)=[CH:25][CH:24]=1)([CH3:21])[CH3:20]. The yield is 0.590. (8) The reactants are [CH3:1][O:2][C:3]1[CH:4]=[C:5]2[C:9](=[C:10]([CH3:12])[CH:11]=1)[NH:8][CH:7]=[C:6]2[CH:13]1[CH2:18][CH2:17][N:16]([CH3:19])[CH2:15][CH2:14]1.[H-].[K+].[CH2:22](OS(C1C=CC(C)=CC=1)(=O)=O)[CH2:23][C:24]1[CH:29]=[CH:28][CH:27]=[CH:26][CH:25]=1.C1OCCOCCOCCOCCOCCOC1. No catalyst specified. The product is [CH3:1][O:2][C:3]1[CH:4]=[C:5]2[C:9](=[C:10]([CH3:12])[CH:11]=1)[N:8]([CH2:22][CH2:23][C:24]1[CH:29]=[CH:28][CH:27]=[CH:26][CH:25]=1)[CH:7]=[C:6]2[CH:13]1[CH2:14][CH2:15][N:16]([CH3:19])[CH2:17][CH2:18]1. The yield is 0.150. (9) The reactants are [F:1][C:2]1[C:3]([C:40]([F:43])([F:42])[F:41])=[C:4]([CH:9]2[CH2:14][CH2:13][N:12]([C:15]([C:17]3[C:18]4[CH2:24][N:23]([C:25]([N:27]5[CH2:32][CH2:31][N:30](C(OC(C)(C)C)=O)[CH2:29][CH2:28]5)=[O:26])[CH2:22][C:19]=4[NH:20][N:21]=3)=[O:16])[CH2:11][CH2:10]2)[CH:5]=[CH:6][C:7]=1[F:8].C(O)(C(F)(F)F)=O. The catalyst is C(Cl)Cl. The product is [F:1][C:2]1[C:3]([C:40]([F:43])([F:41])[F:42])=[C:4]([CH:9]2[CH2:10][CH2:11][N:12]([C:15]([C:17]3[C:18]4[CH2:24][N:23]([C:25]([N:27]5[CH2:32][CH2:31][NH:30][CH2:29][CH2:28]5)=[O:26])[CH2:22][C:19]=4[NH:20][N:21]=3)=[O:16])[CH2:13][CH2:14]2)[CH:5]=[CH:6][C:7]=1[F:8]. The yield is 0.330. (10) The reactants are C([N:4]1[CH:8]=[CH:7][C:6]([OH:9])=[N:5]1)(=O)C.[N+:10]([C:13]1[CH:20]=[CH:19][CH:18]=[CH:17][C:14]=1[CH2:15]Br)([O-:12])=[O:11].C([O-])([O-])=O.[K+].[K+]. The catalyst is CC(=O)CC. The product is [N+:10]([C:13]1[CH:20]=[CH:19][CH:18]=[CH:17][C:14]=1[CH2:15][O:9][C:6]1[CH:7]=[CH:8][NH:4][N:5]=1)([O-:12])=[O:11]. The yield is 0.840.